From a dataset of Forward reaction prediction with 1.9M reactions from USPTO patents (1976-2016). Predict the product of the given reaction. (1) Given the reactants Br[CH2:2][CH:3]([O:7][CH2:8][CH3:9])[O:4][CH2:5][CH3:6].[O-:10][CH2:11][CH3:12].[Na+], predict the reaction product. The product is: [CH2:5]([O:4][CH:3]([O:7][CH2:8][CH3:9])[CH2:2][O:10][CH2:11][CH3:12])[CH3:6]. (2) Given the reactants C12N(C3C=NC4C(=CC=CC=4)N=3)CC1CCNC2.[C@@H:19]12[NH:26][CH2:25][C@@H:24]1[CH2:23][CH2:22][N:21]([C:27]([C:29]1[CH:34]=[C:33]([F:35])[CH:32]=[CH:31][C:30]=1[N:36]1[N:40]=[CH:39][CH:38]=[N:37]1)=[O:28])[CH2:20]2.[Cl:41][C:42]1[N:43]=[N:44][CH:45]=[C:46](Cl)[CH:47]=1, predict the reaction product. The product is: [Cl:41][C:42]1[N:43]=[N:44][CH:45]=[C:46]([N:26]2[C@@H:19]3[C@@H:24]([CH2:23][CH2:22][N:21]([C:27]([C:29]4[CH:34]=[C:33]([F:35])[CH:32]=[CH:31][C:30]=4[N:36]4[N:40]=[CH:39][CH:38]=[N:37]4)=[O:28])[CH2:20]3)[CH2:25]2)[CH:47]=1. (3) Given the reactants [I:1][C:2]1[CH:7]=[CH:6][C:5]([OH:8])=[CH:4][CH:3]=1.C([O-])([O-])=O.[K+].[K+].Br[CH2:16][CH:17]([Br:19])[CH3:18].O, predict the reaction product. The product is: [Br:19][CH:17]([CH3:18])[CH2:16][O:8][C:5]1[CH:6]=[CH:7][C:2]([I:1])=[CH:3][CH:4]=1. (4) The product is: [Cl:32][C:29]1[CH:28]=[CH:27][C:26]([C@H:25]2[CH2:24][N:23]([CH:33]3[CH2:38][CH2:37][O:36][CH2:35][CH2:34]3)[CH2:22][C@@H:21]2[C:19]([N:16]2[CH2:17][CH2:18][N:13]([C:7]3[CH:8]=[CH:9][C:10]([CH3:12])=[CH:11][C:6]=3[C@@H:2]([NH:1][C:54](=[O:55])[CH2:53][CH2:52][N:51]([CH3:57])[CH3:50])[CH:3]([CH3:5])[CH3:4])[CH2:14][CH2:15]2)=[O:20])=[CH:31][CH:30]=1. Given the reactants [NH2:1][C@H:2]([C:6]1[CH:11]=[C:10]([CH3:12])[CH:9]=[CH:8][C:7]=1[N:13]1[CH2:18][CH2:17][N:16]([C:19]([CH:21]2[CH:25]([C:26]3[CH:31]=[CH:30][C:29]([Cl:32])=[CH:28][CH:27]=3)[CH2:24][N:23]([CH:33]3[CH2:38][CH2:37][O:36][CH2:35][CH2:34]3)[CH2:22]2)=[O:20])[CH2:15][CH2:14]1)[CH:3]([CH3:5])[CH3:4].C1C=CC2N(O)N=NC=2C=1.Cl.[CH3:50][N:51]([CH3:57])[CH2:52][CH2:53][C:54](O)=[O:55].C(Cl)CCl, predict the reaction product. (5) Given the reactants [N:1]1([CH2:7][CH2:8][OH:9])[CH2:6][CH2:5][NH:4][CH2:3][CH2:2]1.N1C=CC=CC=1.[C:16]([Si:20](Cl)([C:27]1[CH:32]=[CH:31][CH:30]=[CH:29][CH:28]=1)[C:21]1[CH:26]=[CH:25][CH:24]=[CH:23][CH:22]=1)([CH3:19])([CH3:18])[CH3:17], predict the reaction product. The product is: [Si:20]([O:9][CH2:8][CH2:7][N:1]1[CH2:6][CH2:5][NH:4][CH2:3][CH2:2]1)([C:16]([CH3:19])([CH3:18])[CH3:17])([C:27]1[CH:28]=[CH:29][CH:30]=[CH:31][CH:32]=1)[C:21]1[CH:26]=[CH:25][CH:24]=[CH:23][CH:22]=1. (6) Given the reactants FC(F)(F)C(O)=O.[C:8]([S:11][CH:12]1[CH2:17][CH2:16][NH:15][CH2:14]/[C:13]/1=[CH:18]\[C:19]1[N:23]([CH2:24][CH2:25][C:26]([O:28][CH3:29])=[O:27])[N:22]=[N:21][CH:20]=1)(=[O:10])[CH3:9].Br[CH:31]([C:37]1[CH:42]=[CH:41][CH:40]=[CH:39][C:38]=1[F:43])[C:32]([CH:34]1[CH2:36][CH2:35]1)=[O:33].C(N(CC)CC)C.[Cl-:51].[Na+], predict the reaction product. The product is: [ClH:51].[C:8]([S:11][CH:12]1[CH2:17][CH2:16][N:15]([CH:31]([C:37]2[CH:42]=[CH:41][CH:40]=[CH:39][C:38]=2[F:43])[C:32]([CH:34]2[CH2:35][CH2:36]2)=[O:33])[CH2:14]/[C:13]/1=[CH:18]\[C:19]1[N:23]([CH2:24][CH2:25][C:26]([O:28][CH3:29])=[O:27])[N:22]=[N:21][CH:20]=1)(=[O:10])[CH3:9]. (7) Given the reactants [CH:1]([C:3]1[CH:10]=[CH:9][C:6]([C:7]#[N:8])=[C:5]([F:11])[CH:4]=1)=[CH2:2].C1C=C(Cl)C=C(C(OO)=[O:20])C=1, predict the reaction product. The product is: [F:11][C:5]1[CH:4]=[C:3]([CH:1]2[CH2:2][O:20]2)[CH:10]=[CH:9][C:6]=1[C:7]#[N:8].